The task is: Predict the reactants needed to synthesize the given product.. This data is from Full USPTO retrosynthesis dataset with 1.9M reactions from patents (1976-2016). Given the product [OH:39][C@H:36]1[CH2:37][CH2:38][N:33]([C@@H:31]([CH3:32])[CH2:30][N:27]2[CH2:26][CH2:25][CH:24]([NH:23][C:17]([C:11]3[NH:12][C:13]4[C:9]([CH:10]=3)=[C:8]([O:7][CH2:6][C:3]3[CH:4]=[CH:5][O:1][CH:2]=3)[CH:16]=[CH:15][CH:14]=4)=[O:19])[CH2:29][CH2:28]2)[CH2:34][C@@H:35]1[CH3:40], predict the reactants needed to synthesize it. The reactants are: [O:1]1[CH:5]=[CH:4][C:3]([CH2:6][O:7][C:8]2[CH:16]=[CH:15][CH:14]=[C:13]3[C:9]=2[CH:10]=[C:11]([C:17]([OH:19])=O)[NH:12]3)=[CH:2]1.Cl.Cl.Cl.[NH2:23][CH:24]1[CH2:29][CH2:28][N:27]([CH2:30][C@@H:31]([N:33]2[CH2:38][CH2:37][C@H:36]([OH:39])[C@@H:35]([CH3:40])[CH2:34]2)[CH3:32])[CH2:26][CH2:25]1.